Predict the reaction yield, written as a fraction of the theoretical maximum amount of product (1.0 means a 100% yield; for example, 0.34 means a 34% yield). From a dataset of Reaction yield outcomes from USPTO patents with 853,638 reactions. (1) The catalyst is CN(C=O)C.CO.CC#N.O. The yield is 0.320. The reactants are C(O)(C(F)(F)F)=O.[CH3:8][CH:9]([CH3:52])[C@H:10]([NH:45][C:46]1[N:51]=[CH:50][CH:49]=[CH:48][N:47]=1)[C:11]([N:13]1[CH2:17][CH2:16][CH2:15][C@H:14]1[C:18]1[NH:19][C:20]([C:23]2[CH:28]=[CH:27][C:26]([C:29]3[CH:34]=[CH:33][C:32]([C:35]4[NH:39][C:38]([C@@H:40]5[CH2:44][CH2:43][CH2:42][NH:41]5)=[N:37][CH:36]=4)=[CH:31][CH:30]=3)=[CH:25][CH:24]=2)=[CH:21][N:22]=1)=[O:12].CCN(C(C)C)C(C)C.[CH3:62][O:63][C:64]([NH:66][C@@H:67]([CH:71]([CH3:73])[CH3:72])[C:68](O)=[O:69])=[O:65].CN(C(ON1N=NC2C=CC=NC1=2)=[N+](C)C)C.F[P-](F)(F)(F)(F)F. The product is [CH3:72][CH:71]([CH3:73])[C@H:67]([NH:66][C:64](=[O:65])[O:63][CH3:62])[C:68]([N:41]1[CH2:42][CH2:43][CH2:44][C@H:40]1[C:38]1[NH:39][C:35]([C:32]2[CH:31]=[CH:30][C:29]([C:26]3[CH:27]=[CH:28][C:23]([C:20]4[NH:19][C:18]([C@@H:14]5[CH2:15][CH2:16][CH2:17][N:13]5[C:11](=[O:12])[C@H:10]([CH:9]([CH3:52])[CH3:8])[NH:45][C:46]5[N:51]=[CH:50][CH:49]=[CH:48][N:47]=5)=[N:22][CH:21]=4)=[CH:24][CH:25]=3)=[CH:34][CH:33]=2)=[CH:36][N:37]=1)=[O:69]. (2) The reactants are C(OC([NH:11][CH2:12][CH2:13][O:14][CH2:15][CH2:16][O:17][CH2:18][CH2:19][O:20][CH2:21][CH2:22][O:23][C:24]1[C:29]([CH2:30][CH2:31][C:32]([OH:34])=[O:33])=[C:28]([O:35][CH2:36][CH2:37][CH2:38][CH2:39][CH2:40][O:41][C:42]2[CH:51]=[CH:50][C:49]3[C:48](=[O:52])[CH2:47][CH2:46][CH2:45][C:44]=3[C:43]=2[CH2:53][CH:54]=[CH2:55])[CH:27]=[CH:26][CH:25]=1)=O)C1C=CC=CC=1.[Si](I)(C)(C)C. The catalyst is C(#N)C. The product is [NH2:11][CH2:12][CH2:13][O:14][CH2:15][CH2:16][O:17][CH2:18][CH2:19][O:20][CH2:21][CH2:22][O:23][C:24]1[C:29]([CH2:30][CH2:31][C:32]([OH:34])=[O:33])=[C:28]([O:35][CH2:36][CH2:37][CH2:38][CH2:39][CH2:40][O:41][C:42]2[CH:51]=[CH:50][C:49]3[C:48](=[O:52])[CH2:47][CH2:46][CH2:45][C:44]=3[C:43]=2[CH2:53][CH:54]=[CH2:55])[CH:27]=[CH:26][CH:25]=1. The yield is 0.540. (3) The reactants are C(O)(=O)C.O=[C:6]1[CH2:23][CH2:22][C:9]2([CH2:14][CH2:13][N:12]([C:15]([O:17][C:18]([CH3:21])([CH3:20])[CH3:19])=[O:16])[CH2:11][CH2:10]2)[CH2:8][CH2:7]1.[N:24]1[CH:25]=[N:26][N:27]2[CH2:32][CH2:31][NH:30][CH2:29][C:28]=12.[Na]. The catalyst is C(Cl)Cl.C([O-])(O)=O.[Na+]. The product is [N:24]1[CH:25]=[N:26][N:27]2[CH2:32][CH2:31][N:30]([CH:6]3[CH2:23][CH2:22][C:9]4([CH2:14][CH2:13][N:12]([C:15]([O:17][C:18]([CH3:21])([CH3:20])[CH3:19])=[O:16])[CH2:11][CH2:10]4)[CH2:8][CH2:7]3)[CH2:29][C:28]=12. The yield is 0.620. (4) The reactants are [OH:1][C:2]1[CH:3]=[C:4]([CH:7]=[C:8]([OH:10])[CH:9]=1)[CH2:5][OH:6].[H-].[Na+].[CH2:13](Br)[C:14]1[CH:19]=[CH:18][CH:17]=[CH:16][CH:15]=1.CCOC(C)=O. The catalyst is CN(C=O)C. The product is [CH2:13]([O:1][C:2]1[CH:9]=[C:8]([OH:10])[CH:7]=[C:4]([CH2:5][OH:6])[CH:3]=1)[C:14]1[CH:19]=[CH:18][CH:17]=[CH:16][CH:15]=1. The yield is 0.170.